Dataset: Forward reaction prediction with 1.9M reactions from USPTO patents (1976-2016). Task: Predict the product of the given reaction. (1) Given the reactants [Cl:1][C:2]1[CH:7]=[CH:6][C:5]([C:8]2[CH:13]=[CH:12][CH:11]=[CH:10][N:9]=2)=[CH:4][C:3]=1[N+:14]([O-])=O.Cl[Sn]Cl, predict the reaction product. The product is: [Cl:1][C:2]1[CH:7]=[CH:6][C:5]([C:8]2[CH:13]=[CH:12][CH:11]=[CH:10][N:9]=2)=[CH:4][C:3]=1[NH2:14]. (2) Given the reactants C([N:8]1[CH2:12][CH2:11][CH:10]([C:13]2[N:18]=[CH:17][C:16]([NH:19][S:20]([C:23]3[CH:28]=[CH:27][C:26]([CH:29]([CH3:31])[CH3:30])=[CH:25][CH:24]=3)(=[O:22])=[O:21])=[CH:15][CH:14]=2)[CH2:9]1)C1C=CC=CC=1, predict the reaction product. The product is: [NH:8]1[CH2:12][CH2:11][CH:10]([C:13]2[N:18]=[CH:17][C:16]([NH:19][S:20]([C:23]3[CH:24]=[CH:25][C:26]([CH:29]([CH3:31])[CH3:30])=[CH:27][CH:28]=3)(=[O:22])=[O:21])=[CH:15][CH:14]=2)[CH2:9]1.